From a dataset of Reaction yield outcomes from USPTO patents with 853,638 reactions. Predict the reaction yield, written as a fraction of the theoretical maximum amount of product (1.0 means a 100% yield; for example, 0.34 means a 34% yield). The reactants are [CH3:1][O:2][CH2:3][CH2:4][NH:5][C:6](=[O:19])[C:7]1[CH:12]=[CH:11][C:10]([N+:13]([O-])=O)=[C:9]([N+:16]([O-])=O)[CH:8]=1.[N:20]#[C:21]Br.[O:23]1[C:27]2[CH:28]=[CH:29][C:30]([C:32]3[S:33][CH:34]=[C:35]([C:37](O)=[O:38])[N:36]=3)=[CH:31][C:26]=2[CH2:25][CH2:24]1.F[P-](F)(F)(F)(F)F.N1(OC(N(C)C)=[N+](C)C)C2C=CC=CC=2N=N1.C(OC(C)C)(C)C. The catalyst is [Pd].ClCCl.C(O)C. The product is [O:23]1[C:27]2[CH:28]=[CH:29][C:30]([C:32]3[S:33][CH:34]=[C:35]([C:37]([NH:20][C:21]4[NH:13][C:10]5[CH:11]=[CH:12][C:7]([C:6](=[O:19])[NH:5][CH2:4][CH2:3][O:2][CH3:1])=[CH:8][C:9]=5[N:16]=4)=[O:38])[N:36]=3)=[CH:31][C:26]=2[CH2:25][CH2:24]1. The yield is 0.400.